Dataset: Full USPTO retrosynthesis dataset with 1.9M reactions from patents (1976-2016). Task: Predict the reactants needed to synthesize the given product. (1) Given the product [C:20]1([N:18]2[CH:19]=[C:15]([C:13]([NH:12][CH2:11][CH2:10][NH:9][C:7](=[O:8])[C:6]3[CH:30]=[C:2]([CH2:38][CH2:39][CH3:40])[C:3]([O:31][CH2:32][C:33]([F:36])([F:35])[F:34])=[N:4][CH:5]=3)=[O:14])[C:16]([C:26]([F:29])([F:28])[F:27])=[N:17]2)[CH:25]=[CH:24][CH:23]=[CH:22][CH:21]=1, predict the reactants needed to synthesize it. The reactants are: Br[C:2]1[C:3]([O:31][CH2:32][C:33]([F:36])([F:35])[F:34])=[N:4][CH:5]=[C:6]([CH:30]=1)[C:7]([NH:9][CH2:10][CH2:11][NH:12][C:13]([C:15]1[C:16]([C:26]([F:29])([F:28])[F:27])=[N:17][N:18]([C:20]2[CH:25]=[CH:24][CH:23]=[CH:22][CH:21]=2)[CH:19]=1)=[O:14])=[O:8].[Br-].[CH2:38]([Zn+])[CH2:39][CH3:40]. (2) Given the product [C:27]([O:26][C:25](=[O:31])[NH:24][CH:21]1[CH2:22][CH2:23][N:18]([CH2:14][C:11]2[CH:12]=[CH:13][N:9]([C:6]3[CH:7]=[CH:8][C:3]([C:2]([F:17])([F:16])[F:1])=[CH:4][CH:5]=3)[CH:10]=2)[CH2:19][CH2:20]1)([CH3:30])([CH3:28])[CH3:29], predict the reactants needed to synthesize it. The reactants are: [F:1][C:2]([F:17])([F:16])[C:3]1[CH:8]=[CH:7][C:6]([N:9]2[CH:13]=[CH:12][C:11]([CH:14]=O)=[CH:10]2)=[CH:5][CH:4]=1.[NH:18]1[CH2:23][CH2:22][CH:21]([NH:24][C:25](=[O:31])[O:26][C:27]([CH3:30])([CH3:29])[CH3:28])[CH2:20][CH2:19]1.C(O[BH-](OC(=O)C)OC(=O)C)(=O)C.[Na+]. (3) Given the product [F:31][C:28]([F:29])([F:30])[O:27][C:24]1[CH:25]=[CH:26][C:21]([O:20][CH:17]2[CH2:16][CH2:15][N:14]([C:11]3[CH:12]=[CH:13][C:8]([OH:7])=[CH:9][CH:10]=3)[CH2:19][CH2:18]2)=[CH:22][CH:23]=1, predict the reactants needed to synthesize it. The reactants are: O1CCCCC1[O:7][C:8]1[CH:13]=[CH:12][C:11]([N:14]2[CH2:19][CH2:18][CH:17]([O:20][C:21]3[CH:26]=[CH:25][C:24]([O:27][C:28]([F:31])([F:30])[F:29])=[CH:23][CH:22]=3)[CH2:16][CH2:15]2)=[CH:10][CH:9]=1.C1(C)C=CC(S([O-])(=O)=O)=CC=1.[NH+]1C=CC=CC=1. (4) Given the product [CH:1]1([O:7][C:11]2[CH:16]=[CH:15][C:14]([NH2:17])=[CH:13][C:12]=2[C:20]([F:21])([F:23])[F:22])[CH2:6][CH2:5][CH2:4][CH2:3][CH2:2]1, predict the reactants needed to synthesize it. The reactants are: [CH:1]1([OH:7])[CH2:6][CH2:5][CH2:4][CH2:3][CH2:2]1.[H-].[Na+].F[C:11]1[CH:16]=[CH:15][C:14]([N+:17]([O-])=O)=[CH:13][C:12]=1[C:20]([F:23])([F:22])[F:21].